From a dataset of Forward reaction prediction with 1.9M reactions from USPTO patents (1976-2016). Predict the product of the given reaction. Given the reactants [OH:1][C:2]1[C:10]([O:11][CH3:12])=[CH:9][C:8]([C:13]2[N:14]([C:24]([O:26][C:27]([CH3:30])([CH3:29])[CH3:28])=[O:25])[C:15]3[C:20]([CH:21]=2)=[CH:19][C:18]([CH:22]=O)=[CH:17][CH:16]=3)=[C:7]2[C:3]=1[CH2:4][NH:5][C:6]2=[O:31].Cl.[CH3:33][NH:34][CH3:35].C(N(CC)CC)C.C(O)(=O)C.C(O[BH-](OC(=O)C)OC(=O)C)(=O)C.[Na+], predict the reaction product. The product is: [OH:1][C:2]1[C:10]([O:11][CH3:12])=[CH:9][C:8]([C:13]2[N:14]([C:24]([O:26][C:27]([CH3:29])([CH3:30])[CH3:28])=[O:25])[C:15]3[C:20]([CH:21]=2)=[CH:19][C:18]([CH2:22][N:34]([CH3:35])[CH3:33])=[CH:17][CH:16]=3)=[C:7]2[C:3]=1[CH2:4][NH:5][C:6]2=[O:31].